Dataset: Reaction yield outcomes from USPTO patents with 853,638 reactions. Task: Predict the reaction yield, written as a fraction of the theoretical maximum amount of product (1.0 means a 100% yield; for example, 0.34 means a 34% yield). The reactants are C[O:2][C:3]1[CH:8]=[CH:7][C:6]([N:9]2[CH2:14][CH2:13][N:12]([CH2:15][CH2:16][CH2:17][CH2:18][C:19]3[C:27]4[C:22](=[CH:23][CH:24]=[CH:25][CH:26]=4)[NH:21][CH:20]=3)[CH2:11][CH2:10]2)=[CH:5][CH:4]=1.B(Br)(Br)Br. The catalyst is ClCCl. The product is [NH:21]1[C:22]2[C:27](=[CH:26][CH:25]=[CH:24][CH:23]=2)[C:19]([CH2:18][CH2:17][CH2:16][CH2:15][N:12]2[CH2:13][CH2:14][N:9]([C:6]3[CH:7]=[CH:8][C:3]([OH:2])=[CH:4][CH:5]=3)[CH2:10][CH2:11]2)=[CH:20]1. The yield is 0.170.